Dataset: Full USPTO retrosynthesis dataset with 1.9M reactions from patents (1976-2016). Task: Predict the reactants needed to synthesize the given product. The reactants are: CC([O-])(C)C.[K+].[Br:7][C:8]1[CH:9]=[CH:10][C:11]([F:26])=[C:12]([C:14]([NH:21][C:22](=[O:25])[CH2:23]Cl)([C:16]([F:20])([F:19])[CH2:17][OH:18])[CH3:15])[CH:13]=1. Given the product [Br:7][C:8]1[CH:9]=[CH:10][C:11]([F:26])=[C:12]([C:14]2([CH3:15])[C:16]([F:20])([F:19])[CH2:17][O:18][CH2:23][C:22](=[O:25])[NH:21]2)[CH:13]=1, predict the reactants needed to synthesize it.